This data is from Catalyst prediction with 721,799 reactions and 888 catalyst types from USPTO. The task is: Predict which catalyst facilitates the given reaction. Reactant: Cl[C:2]1[N:7]=[C:6]([Cl:8])[N:5]=[C:4]([Cl:9])[N:3]=1.CC[N:12]([CH:16]([CH3:18])C)[CH:13]([CH3:15])C.N1CCCC1. The catalyst class is: 1. Product: [Cl:9][C:4]1[N:5]=[C:6]([Cl:8])[N:7]=[C:2]([N:12]2[CH2:13][CH2:15][CH2:18][CH2:16]2)[N:3]=1.